From a dataset of hERG Central: cardiac toxicity at 1µM, 10µM, and general inhibition. Predict hERG channel inhibition at various concentrations. (1) The drug is COc1ccccc1CN1CCN(Cc2nc(-c3ccc(C)cc3)oc2C)CC1. Results: hERG_inhib (hERG inhibition (general)): blocker. (2) The molecule is CCCCC(=O)N1C/C=C\[C@H](c2ccc(OC)cc2)N(Cc2ccc(F)cc2)C(=O)[C@@H]1C. Results: hERG_inhib (hERG inhibition (general)): blocker. (3) The molecule is O=C(CN1CCN(C(=O)c2ccccc2)CC1)Nc1ccc(Br)cn1. Results: hERG_inhib (hERG inhibition (general)): blocker. (4) The molecule is O=C(C1CCN(C2CCN(Cc3ccc4cc(F)ccc4n3)CC2)CC1)N1CCCC1. Results: hERG_inhib (hERG inhibition (general)): blocker. (5) The molecule is COc1ccc(Cl)cc1NC(=S)N(Cc1cccnc1)Cc1ccco1. Results: hERG_inhib (hERG inhibition (general)): blocker.